From a dataset of Catalyst prediction with 721,799 reactions and 888 catalyst types from USPTO. Predict which catalyst facilitates the given reaction. (1) Reactant: [C:1]([O:5][P:6]([CH2:13][C:14]1[CH:19]=[CH:18][C:17]([CH:20]=[CH:21][C:22]([N:24]2[C@@H:28]([CH2:29][C:30]3[CH:35]=[CH:34][CH:33]=[CH:32][CH:31]=3)[CH2:27][O:26][C:25]2=[O:36])=[O:23])=[CH:16][CH:15]=1)([O:8][C:9]([CH3:12])([CH3:11])[CH3:10])=[O:7])([CH3:4])([CH3:3])[CH3:2]. Product: [C:9]([O:8][P:6]([CH2:13][C:14]1[CH:19]=[CH:18][C:17]([CH2:20][CH2:21][C:22]([N:24]2[C@@H:28]([CH2:29][C:30]3[CH:31]=[CH:32][CH:33]=[CH:34][CH:35]=3)[CH2:27][O:26][C:25]2=[O:36])=[O:23])=[CH:16][CH:15]=1)([O:5][C:1]([CH3:3])([CH3:4])[CH3:2])=[O:7])([CH3:10])([CH3:11])[CH3:12]. The catalyst class is: 50. (2) Reactant: [Cl:1][C:2]1[N:10]=[C:9]2[C:5]([N:6]=[CH:7][NH:8]2)=[C:4]([NH:11][C:12]2[CH:17]=[CH:16][CH:15]=[C:14]([N+:18]([O-:20])=[O:19])[CH:13]=2)[N:3]=1.[H-].[Na+].Br[CH:24]([CH3:26])[CH3:25].O. Product: [Cl:1][C:2]1[N:10]=[C:9]2[C:5]([N:6]=[CH:7][N:8]2[CH:24]([CH3:26])[CH3:25])=[C:4]([NH:11][C:12]2[CH:17]=[CH:16][CH:15]=[C:14]([N+:18]([O-:20])=[O:19])[CH:13]=2)[N:3]=1. The catalyst class is: 3.